This data is from Forward reaction prediction with 1.9M reactions from USPTO patents (1976-2016). The task is: Predict the product of the given reaction. (1) Given the reactants [Br:1][C:2]1[CH:7]=[CH:6][C:5]([CH:8]([C:20]2[CH:25]=[CH:24][CH:23]=[CH:22][C:21]=2[CH3:26])[CH2:9]/[C:10](/[C@H:13]2[CH2:18][CH2:17][C@H:16]([OH:19])[CH2:15][CH2:14]2)=[N:11]\[OH:12])=[CH:4][CH:3]=1.CN1CCC(=O)CC1.CC(C)[O-].[Al+3].CC(C)[O-].CC(C)[O-], predict the reaction product. The product is: [Br:1][C:2]1[CH:7]=[CH:6][C:5]([CH:8]([C:20]2[CH:25]=[CH:24][CH:23]=[CH:22][C:21]=2[CH3:26])[CH2:9]/[C:10](/[CH:13]2[CH2:14][CH2:15][C:16](=[O:19])[CH2:17][CH2:18]2)=[N:11]\[OH:12])=[CH:4][CH:3]=1. (2) The product is: [CH3:1][C:2]1[N:3]([S:13]([C:16]2[CH:21]=[CH:20][CH:19]=[CH:18][CH:17]=2)(=[O:15])=[O:14])[C:4]2[C:9]([CH:10]=1)=[C:8]([CH2:11][OH:12])[CH:7]=[CH:6][CH:5]=2. Given the reactants [CH3:1][C:2]1[N:3]([S:13]([C:16]2[CH:21]=[CH:20][CH:19]=[CH:18][CH:17]=2)(=[O:15])=[O:14])[C:4]2[CH:5]=[CH:6][CH:7]=[C:8]([CH:11]=[O:12])[C:9]=2[CH:10]=1.[BH4-].[Na+], predict the reaction product. (3) Given the reactants [C:1]1([CH3:17])[CH:6]=[C:5]([CH3:7])[CH:4]=[C:3]([CH3:8])[C:2]=1[C:9]1[N:14]=[C:13]([CH2:15][OH:16])[CH:12]=[CH:11][CH:10]=1.[H-].[Na+].Br[CH2:21][CH2:22][CH3:23], predict the reaction product. The product is: [C:1]1([CH3:17])[CH:6]=[C:5]([CH3:7])[CH:4]=[C:3]([CH3:8])[C:2]=1[C:9]1[N:14]=[C:13]([CH2:15][O:16][CH2:21][CH2:22][CH3:23])[CH:12]=[CH:11][CH:10]=1. (4) Given the reactants [Cl:1][C:2]1[N:7]=[C:6](Cl)[C:5]([C:9]([F:12])([F:11])[F:10])=[CH:4][N:3]=1.[CH3:13][C:14]1[NH:18][N:17]=[C:16]([NH2:19])[CH:15]=1.C(=O)([O-])[O-].[Na+].[Na+], predict the reaction product. The product is: [Cl:1][C:2]1[N:7]=[C:6]([NH:19][C:16]2[CH:15]=[C:14]([CH3:13])[NH:18][N:17]=2)[C:5]([C:9]([F:12])([F:11])[F:10])=[CH:4][N:3]=1. (5) Given the reactants [CH2:1]([O:5][CH2:6][CH2:7][O:8][C:9]1[CH:14]=[CH:13][C:12]([C:15]2[CH:16]=[CH:17][C:18]3[N:24](C(=O)C(F)(F)F)[CH2:23][CH2:22][C:21]([C:31]([NH:33][C:34]4[CH:39]=[CH:38][C:37]([CH:40]([OH:48])[C:41]5[CH:46]=[CH:45][CH:44]=[CH:43][N+:42]=5[O-:47])=[C:36]([CH3:49])[CH:35]=4)=[O:32])=[CH:20][C:19]=3[CH:50]=2)=[CH:11][CH:10]=1)[CH2:2][CH2:3][CH3:4].[BH4-].[Na+], predict the reaction product. The product is: [CH2:1]([O:5][CH2:6][CH2:7][O:8][C:9]1[CH:10]=[CH:11][C:12]([C:15]2[CH:16]=[CH:17][C:18]3[NH:24][CH2:23][CH2:22][C:21]([C:31]([NH:33][C:34]4[CH:39]=[CH:38][C:37]([CH:40]([OH:48])[C:41]5[CH:46]=[CH:45][CH:44]=[CH:43][N+:42]=5[O-:47])=[C:36]([CH3:49])[CH:35]=4)=[O:32])=[CH:20][C:19]=3[CH:50]=2)=[CH:13][CH:14]=1)[CH2:2][CH2:3][CH3:4].